This data is from Forward reaction prediction with 1.9M reactions from USPTO patents (1976-2016). The task is: Predict the product of the given reaction. Given the reactants [CH:1]1[C:10]2[C:5](=[CH:6][C:7]([C:11]3[S:15][C:14]([NH:16][C:17]([C@H:19]4[C@@H:23]([C:24]5[CH:29]=[CH:28][CH:27]=[CH:26][CH:25]=5)[CH2:22][CH2:21][N:20]4C(OC(C)(C)C)=O)=[O:18])=[N:13][N:12]=3)=[CH:8][CH:9]=2)[CH:4]=[CH:3][N:2]=1.C(O)(C(F)(F)F)=O, predict the reaction product. The product is: [CH:1]1[C:10]2[C:5](=[CH:6][C:7]([C:11]3[S:15][C:14]([NH:16][C:17]([C@H:19]4[C@@H:23]([C:24]5[CH:29]=[CH:28][CH:27]=[CH:26][CH:25]=5)[CH2:22][CH2:21][NH:20]4)=[O:18])=[N:13][N:12]=3)=[CH:8][CH:9]=2)[CH:4]=[CH:3][N:2]=1.